This data is from Reaction yield outcomes from USPTO patents with 853,638 reactions. The task is: Predict the reaction yield, written as a fraction of the theoretical maximum amount of product (1.0 means a 100% yield; for example, 0.34 means a 34% yield). (1) The reactants are Cl[C:2]1[CH:7]=[CH:6][N:5]2[N:8]=[C:9]([C:24]3[CH:29]=[CH:28][C:27]([F:30])=[CH:26][CH:25]=3)[C:10]([C:11]3[CH:16]=[CH:15][N:14]=[C:13]([NH:17][C:18]4[CH:23]=[CH:22][CH:21]=[CH:20][CH:19]=4)[N:12]=3)=[C:4]2[CH:3]=1.C1(P(C2C=CC=CC=2)C2C=CC3C(=CC=CC=3)C=2C2C3C(=CC=CC=3)C=CC=2P(C2C=CC=CC=2)C2C=CC=CC=2)C=CC=CC=1.C(=O)([O-])[O-].[Cs+].[Cs+].C(OCC)(=O)C.[CH:89]1([NH2:94])[CH2:93][CH2:92][CH2:91][CH2:90]1. The catalyst is C([O-])(=O)C.[Pd+2].C([O-])(=O)C.O. The product is [NH:17]([C:13]1[N:12]=[C:11]([C:10]2[C:9]([C:24]3[CH:29]=[CH:28][C:27]([F:30])=[CH:26][CH:25]=3)=[N:8][N:5]3[CH:6]=[CH:7][C:2]([NH:94][CH:89]4[CH2:93][CH2:92][CH2:91][CH2:90]4)=[CH:3][C:4]=23)[CH:16]=[CH:15][N:14]=1)[C:18]1[CH:23]=[CH:22][CH:21]=[CH:20][CH:19]=1. The yield is 0.360. (2) The product is [NH:3]1[C:4]2[CH:10]=[CH:9][CH:8]=[CH:7][C:5]=2[N:6]=[C:2]1[S:1][CH2:12][CH2:13][CH2:14][CH2:15][N:16]1[C:20](=[O:21])[C:19]2[C:18](=[CH:25][CH:24]=[CH:23][CH:22]=2)[C:17]1=[O:26]. The catalyst is CCO. The yield is 0.900. The reactants are [SH:1][C:2]1[NH:3][C:4]2[CH:10]=[CH:9][CH:8]=[CH:7][C:5]=2[N:6]=1.Br[CH2:12][CH2:13][CH2:14][CH2:15][N:16]1[C:20](=[O:21])[C:19]2=[CH:22][CH:23]=[CH:24][CH:25]=[C:18]2[C:17]1=[O:26].C([O-])([O-])=O.[K+].[K+].C([O-])(O)=O.[Na+]. (3) The reactants are Cl.[CH3:2][O:3][C:4](=[O:27])[C@H:5]([CH2:7][C:8]1[CH:13]=[CH:12][C:11]([C:14]2[C:15](=[O:26])[N:16]([CH3:25])[C:17]([C:21]([F:24])([F:23])[F:22])=[CH:18][C:19]=2[CH3:20])=[CH:10][CH:9]=1)[NH2:6].[Cl:28][C:29]1[CH:37]=[CH:36][CH:35]=[C:34]([Cl:38])[C:30]=1[C:31](Cl)=[O:32].CCN(C(C)C)C(C)C. The catalyst is C1COCC1.C(OCC)(=O)C. The product is [CH3:2][O:3][C:4](=[O:27])[C@H:5]([CH2:7][C:8]1[CH:9]=[CH:10][C:11]([C:14]2[C:15](=[O:26])[N:16]([CH3:25])[C:17]([C:21]([F:22])([F:23])[F:24])=[CH:18][C:19]=2[CH3:20])=[CH:12][CH:13]=1)[NH:6][C:31]([C:30]1[C:29]([Cl:28])=[CH:37][CH:36]=[CH:35][C:34]=1[Cl:38])=[O:32]. The yield is 0.935. (4) The reactants are O.[OH-].[Li+].[NH:4]([C:11]1[O:12][C:13]([C:16]([NH:18][C:19]2[CH:24]=[CH:23][C:22]([CH:25]3[CH2:30][CH2:29][CH:28]([CH2:31][C:32]([O:34]CC)=[O:33])[CH2:27][CH2:26]3)=[CH:21][CH:20]=2)=[O:17])=[CH:14][N:15]=1)[C:5]1[CH:10]=[CH:9][CH:8]=[CH:7][CH:6]=1.Cl. No catalyst specified. The product is [NH:4]([C:11]1[O:12][C:13]([C:16]([NH:18][C:19]2[CH:20]=[CH:21][C:22]([CH:25]3[CH2:26][CH2:27][CH:28]([CH2:31][C:32]([OH:34])=[O:33])[CH2:29][CH2:30]3)=[CH:23][CH:24]=2)=[O:17])=[CH:14][N:15]=1)[C:5]1[CH:10]=[CH:9][CH:8]=[CH:7][CH:6]=1. The yield is 0.680.